Dataset: Reaction yield outcomes from USPTO patents with 853,638 reactions. Task: Predict the reaction yield, written as a fraction of the theoretical maximum amount of product (1.0 means a 100% yield; for example, 0.34 means a 34% yield). (1) The reactants are [C:1]([C:4]1[C:12]2[O:11][CH2:10][CH:9]([CH2:13][N:14]3[CH2:19][CH2:18][N:17]([C:20]([O:22][C:23]([CH3:26])([CH3:25])[CH3:24])=[O:21])[CH2:16][CH2:15]3)[C:8]=2[CH:7]=[CH:6][CH:5]=1)(=O)[NH2:2].CCN(CC)CC.C(OC(C(F)(F)F)=O)(C(F)(F)F)=O. The catalyst is C(Cl)Cl. The product is [C:1]([C:4]1[C:12]2[O:11][CH2:10][CH:9]([CH2:13][N:14]3[CH2:19][CH2:18][N:17]([C:20]([O:22][C:23]([CH3:26])([CH3:25])[CH3:24])=[O:21])[CH2:16][CH2:15]3)[C:8]=2[CH:7]=[CH:6][CH:5]=1)#[N:2]. The yield is 0.870. (2) The reactants are [NH2:1][CH2:2][CH2:3][C:4]1[CH:9]=[CH:8][C:7]([OH:10])=[CH:6][CH:5]=1.C(=O)(O)[O-].[Na+].[C:16](O[C:16]([O:18][C:19]([CH3:22])([CH3:21])[CH3:20])=[O:17])([O:18][C:19]([CH3:22])([CH3:21])[CH3:20])=[O:17]. The catalyst is O1CCCC1. The product is [OH:10][C:7]1[CH:8]=[CH:9][C:4]([CH2:3][CH2:2][NH:1][C:16](=[O:17])[O:18][C:19]([CH3:22])([CH3:21])[CH3:20])=[CH:5][CH:6]=1. The yield is 0.810. (3) The product is [OH:7][C:5]1[N:23]([C:17]2[CH:22]=[CH:21][CH:20]=[CH:19][CH:18]=2)[N:24]=[C:3]([C:2]([F:1])([F:11])[F:12])[CH:4]=1. The catalyst is O. The reactants are [F:1][C:2]([F:12])([F:11])[C:3](=O)[CH2:4][C:5]([O:7]CC)=O.C(O)(=O)C.[C:17]1([NH:23][NH2:24])[CH:22]=[CH:21][CH:20]=[CH:19][CH:18]=1. The yield is 0.980. (4) The reactants are [C:1]([O:5][C@@H:6]([C:12]1[C:13]([CH3:30])=[N:14][C:15]2[N:16]([N:24]=[C:25]([C:27]([OH:29])=O)[CH:26]=2)[C:17]=1/[CH:18]=[CH:19]/[CH2:20][CH:21]([CH3:23])[CH3:22])[C:7]([O:9]CC)=[O:8])([CH3:4])([CH3:3])[CH3:2].[F:31][C:32]1[CH:37]=[CH:36][C:35]([CH2:38][NH2:39])=[CH:34][C:33]=1[CH3:40].CCN(C(C)C)C(C)C.CN(C(ON1N=NC2C=CC=NC1=2)=[N+](C)C)C.F[P-](F)(F)(F)(F)F.[OH-].[Na+]. The catalyst is CN(C=O)C.CN(C1C=CN=CC=1)C.CO.O. The product is [C:1]([O:5][C@@H:6]([C:12]1[C:13]([CH3:30])=[N:14][C:15]2[N:16]([N:24]=[C:25]([C:27](=[O:29])[NH:39][CH2:38][C:35]3[CH:36]=[CH:37][C:32]([F:31])=[C:33]([CH3:40])[CH:34]=3)[CH:26]=2)[C:17]=1/[CH:18]=[CH:19]/[CH2:20][CH:21]([CH3:22])[CH3:23])[C:7]([OH:9])=[O:8])([CH3:2])([CH3:3])[CH3:4]. The yield is 0.316.